Dataset: Full USPTO retrosynthesis dataset with 1.9M reactions from patents (1976-2016). Task: Predict the reactants needed to synthesize the given product. (1) Given the product [CH2:3]([S:4][C@H:11]1[NH:14][C:13](=[O:15])[C@H:12]1[NH:16][C:17]([C:18]1[CH:23]=[CH:22][CH:21]=[CH:20][CH:19]=1)([C:30]1[CH:31]=[CH:32][CH:33]=[CH:34][CH:35]=1)[C:24]1[CH:25]=[CH:26][CH:27]=[CH:28][CH:29]=1)[CH:2]([CH3:5])[CH3:1], predict the reactants needed to synthesize it. The reactants are: [CH3:1][CH:2]([CH3:5])[CH2:3][SH:4].O.CS([C@H:11]1[NH:14][C:13](=[O:15])[C@H:12]1[NH:16][C:17]([C:30]1[CH:35]=[CH:34][CH:33]=[CH:32][CH:31]=1)([C:24]1[CH:29]=[CH:28][CH:27]=[CH:26][CH:25]=1)[C:18]1[CH:23]=[CH:22][CH:21]=[CH:20][CH:19]=1)(=O)=O. (2) Given the product [NH2:36][C:21]1[N:20]=[CH:19][N:18]=[C:17]2[C:22]=1[N:23]=[C:24]([S:25][C:26]1[S:27][C:28]3[C:34]([Cl:35])=[CH:33][CH:32]=[CH:31][C:29]=3[N:30]=1)[N:16]2[CH2:15][CH2:14][CH:11]1[CH2:10][CH2:9][N:8]([C:6](=[O:7])[C@@H:5]([OH:4])[CH3:37])[CH2:13][CH2:12]1, predict the reactants needed to synthesize it. The reactants are: C([O:4][C@@H:5]([CH3:37])[C:6]([N:8]1[CH2:13][CH2:12][CH:11]([CH2:14][CH2:15][N:16]2[C:24]([S:25][C:26]3[S:27][C:28]4[C:34]([Cl:35])=[CH:33][CH:32]=[CH:31][C:29]=4[N:30]=3)=[N:23][C:22]3[C:17]2=[N:18][CH:19]=[N:20][C:21]=3[NH2:36])[CH2:10][CH2:9]1)=[O:7])(=O)C.C([O-])([O-])=O.[K+].[K+].